Dataset: Reaction yield outcomes from USPTO patents with 853,638 reactions. Task: Predict the reaction yield, written as a fraction of the theoretical maximum amount of product (1.0 means a 100% yield; for example, 0.34 means a 34% yield). The reactants are [NH2:1][C@@H:2]1[C:19]2[CH:20]=[C:15]([CH:16]=[CH:17][N:18]=2)[C:14]2[CH:13]=[CH:12][C:11]([NH:21][C:22](=[O:25])[O:23][CH3:24])=[CH:10][C:9]=2[NH:8][C:7](=[O:26])[C@H:6]([CH3:27])[CH2:5][CH2:4][CH2:3]1.C(C1C=CC(C2O[N:37]2[C:39]([O:41][C:42]([CH3:45])([CH3:44])[CH3:43])=[O:40])=CC=1)#N. The catalyst is ClCCl. The product is [C:42]([O:41][C:39]([NH:37][NH:1][C@@H:2]1[C:19]2[CH:20]=[C:15]([CH:16]=[CH:17][N:18]=2)[C:14]2[CH:13]=[CH:12][C:11]([NH:21][C:22](=[O:25])[O:23][CH3:24])=[CH:10][C:9]=2[NH:8][C:7](=[O:26])[C@H:6]([CH3:27])[CH2:5][CH2:4][CH2:3]1)=[O:40])([CH3:45])([CH3:44])[CH3:43]. The yield is 0.420.